Dataset: Reaction yield outcomes from USPTO patents with 853,638 reactions. Task: Predict the reaction yield, written as a fraction of the theoretical maximum amount of product (1.0 means a 100% yield; for example, 0.34 means a 34% yield). (1) The reactants are [NH2:1][C:2]1[NH:3][N:4]=[C:5]([CH3:7])[CH:6]=1.C(O[C:17]([C:25]1[CH:30]=[CH:29][CH:28]=[CH:27][CH:26]=1)=[CH:18][C:19]1[CH:24]=[CH:23][N:22]=[CH:21][CH:20]=1)(=O)C1C=CC=CC=1. No catalyst specified. The product is [C:25]1([C:17]2[C:18]([C:19]3[CH:20]=[CH:21][N:22]=[CH:23][CH:24]=3)=[C:17]([C:25]3[CH:30]=[CH:29][CH:28]=[CH:27][CH:26]=3)[N:1]=[C:2]3[NH:3][N:4]=[C:5]([CH3:7])[C:6]=23)[CH:26]=[CH:27][CH:28]=[CH:29][CH:30]=1. The yield is 0.160. (2) The reactants are [C:1]([CH:3]([N:7]=[N:8][C:9]1[CH:14]=[CH:13][CH:12]=[C:11]([I:15])[CH:10]=1)[C:4]([NH2:6])=[O:5])#[N:2].[Al+3].[Cl-].[Cl-].[Cl-].Cl. The catalyst is C1(C)C=CC=CC=1. The product is [NH2:2][C:1]1[C:14]2[C:9](=[CH:10][C:11]([I:15])=[CH:12][CH:13]=2)[N:8]=[N:7][C:3]=1[C:4]([NH2:6])=[O:5]. The yield is 0.950. (3) The reactants are F[P-](F)(F)(F)(F)F.[N:8]1([O:17]C(N(C)C)=[N+](C)C)[C:12]2N=[CH:14][CH:15]=[CH:16][C:11]=2N=N1.C(N(C(C)C)C(C)C)C.[O:34]1[CH2:38][CH2:37][CH2:36][CH2:35]1. The catalyst is C(OCC)(=O)C. The product is [C:35]([O:34][CH2:38][CH3:37])(=[O:17])[CH3:36].[CH2:35]([OH:34])[CH3:36].[NH3:8].[CH2:14]1[C:12]2[C:11](=[CH:35][CH:36]=[CH:37][CH:38]=2)[CH2:16][CH2:15]1. The yield is 0.250. (4) The reactants are Br[C:2]1[CH:3]=[C:4]([C:16](=[O:18])[CH3:17])[CH:5]=[CH:6][C:7]=1[O:8][CH2:9][C:10]1[CH:15]=[N:14][CH:13]=[CH:12][N:11]=1.CC1(C)C(C)(C)OB([C:27]2[CH:44]=[CH:43][C:30]3[CH2:31][CH2:32][N:33]([C:36]([O:38][C:39]([CH3:42])([CH3:41])[CH3:40])=[O:37])[CH2:34][CH2:35][C:29]=3[CH:28]=2)O1.C(=O)([O-])[O-].[Na+].[Na+]. The catalyst is COCCOC. The product is [C:16]([C:4]1[CH:5]=[CH:6][C:7]([O:8][CH2:9][C:10]2[CH:15]=[N:14][CH:13]=[CH:12][N:11]=2)=[C:2]([C:27]2[CH:44]=[CH:43][C:30]3[CH2:31][CH2:32][N:33]([C:36]([O:38][C:39]([CH3:40])([CH3:41])[CH3:42])=[O:37])[CH2:34][CH2:35][C:29]=3[CH:28]=2)[CH:3]=1)(=[O:18])[CH3:17]. The yield is 0.300. (5) The reactants are [Cl:1][C:2]1[CH:3]=[C:4]2[C:8](=[CH:9][C:10]=1[Cl:11])[NH:7][C:6]([CH2:12][OH:13])=[CH:5]2. The catalyst is C(OCC)C.O=[Mn]=O. The product is [Cl:1][C:2]1[CH:3]=[C:4]2[C:8](=[CH:9][C:10]=1[Cl:11])[NH:7][C:6]([CH:12]=[O:13])=[CH:5]2. The yield is 0.904. (6) The reactants are C1O[C:4]2([CH2:13][CH2:12][C:11]3[C:6](=[CH:7][CH:8]=[C:9]([C:14]([NH2:16])=[O:15])[CH:10]=3)[CH2:5]2)[O:3]C1.C1(C)C=CC(S(O)(=O)=O)=CC=1. The catalyst is CC(C)=O. The product is [CH2:5]1[C:6]2[C:11](=[CH:10][C:9]([C:14]([NH2:16])=[O:15])=[CH:8][CH:7]=2)[CH2:12][CH2:13][C:4]1=[O:3]. The yield is 0.380. (7) The reactants are CN(C)C=O.C(=O)([O-])[O-].[K+].[K+].I[C:13]1[C:18]([O:19][C:20]2[C:29]3[C:24](=[CH:25][C:26]([O:32][CH3:33])=[C:27]([O:30][CH3:31])[CH:28]=3)[N:23]=[CH:22][CH:21]=2)=[CH:17][CH:16]=[C:15]([CH3:34])[N:14]=1.[CH2:35]([O:37][C:38]1[CH:39]=[C:40](B(O)O)[CH:41]=[CH:42][CH:43]=1)[CH3:36]. The catalyst is O. The product is [CH2:35]([O:37][C:38]1[CH:43]=[C:42]([C:13]2[C:18]([O:19][C:20]3[C:29]4[C:24](=[CH:25][C:26]([O:32][CH3:33])=[C:27]([O:30][CH3:31])[CH:28]=4)[N:23]=[CH:22][CH:21]=3)=[CH:17][CH:16]=[C:15]([CH3:34])[N:14]=2)[CH:41]=[CH:40][CH:39]=1)[CH3:36]. The yield is 0.870. (8) The reactants are [Br:1][CH2:2][CH2:3][CH2:4][CH2:5][CH2:6][C:7]([OH:9])=[O:8].[CH2:10](O)[C:11]1[CH:16]=[CH:15][CH:14]=[CH:13][CH:12]=1. The catalyst is C1(C)C=CC=CC=1.C1(C)C=CC(S(O)(=O)=O)=CC=1. The product is [Br:1][CH2:2][CH2:3][CH2:4][CH2:5][CH2:6][C:7]([O:9][CH2:10][C:11]1[CH:16]=[CH:15][CH:14]=[CH:13][CH:12]=1)=[O:8]. The yield is 0.980. (9) The reactants are [Cl:1][C:2]1[CH:18]=[CH:17][C:5]2[CH2:6][CH2:7][N:8]([C:11](=[O:16])[C:12]([F:15])([F:14])[F:13])[CH2:9][CH2:10][C:4]=2[C:3]=1OS(C(F)(F)F)(=O)=O.[F:27][C:28]([F:41])([F:40])[CH:29]([CH3:39])[O:30][C:31]1[CH:38]=[CH:37][C:34]([CH2:35][NH2:36])=[CH:33][CH:32]=1. The catalyst is C1(C)C=CC=CC=1. The product is [Cl:1][C:2]1[CH:18]=[CH:17][C:5]2[CH2:6][CH2:7][N:8]([C:11](=[O:16])[C:12]([F:15])([F:14])[F:13])[CH2:9][CH2:10][C:4]=2[C:3]=1[NH:36][CH2:35][C:34]1[CH:37]=[CH:38][C:31]([O:30][CH:29]([CH3:39])[C:28]([F:27])([F:40])[F:41])=[CH:32][CH:33]=1. The yield is 0.900.